This data is from NCI-60 drug combinations with 297,098 pairs across 59 cell lines. The task is: Regression. Given two drug SMILES strings and cell line genomic features, predict the synergy score measuring deviation from expected non-interaction effect. (1) Drug 1: CC1C(C(CC(O1)OC2CC(CC3=C2C(=C4C(=C3O)C(=O)C5=C(C4=O)C(=CC=C5)OC)O)(C(=O)CO)O)N)O.Cl. Drug 2: CCCCC(=O)OCC(=O)C1(CC(C2=C(C1)C(=C3C(=C2O)C(=O)C4=C(C3=O)C=CC=C4OC)O)OC5CC(C(C(O5)C)O)NC(=O)C(F)(F)F)O. Cell line: BT-549. Synergy scores: CSS=69.0, Synergy_ZIP=0.858, Synergy_Bliss=-1.42, Synergy_Loewe=-6.43, Synergy_HSA=5.16. (2) Drug 1: CCC1=CC2CC(C3=C(CN(C2)C1)C4=CC=CC=C4N3)(C5=C(C=C6C(=C5)C78CCN9C7C(C=CC9)(C(C(C8N6C)(C(=O)OC)O)OC(=O)C)CC)OC)C(=O)OC.C(C(C(=O)O)O)(C(=O)O)O. Drug 2: C1CNP(=O)(OC1)N(CCCl)CCCl. Cell line: SNB-19. Synergy scores: CSS=42.3, Synergy_ZIP=0.953, Synergy_Bliss=0.974, Synergy_Loewe=-44.7, Synergy_HSA=1.26. (3) Drug 1: COC1=C(C=C2C(=C1)N=CN=C2NC3=CC(=C(C=C3)F)Cl)OCCCN4CCOCC4. Drug 2: CN(C(=O)NC(C=O)C(C(C(CO)O)O)O)N=O. Cell line: NCIH23. Synergy scores: CSS=20.7, Synergy_ZIP=-3.55, Synergy_Bliss=-0.0307, Synergy_Loewe=-10.0, Synergy_HSA=2.28. (4) Drug 1: CC12CCC(CC1=CCC3C2CCC4(C3CC=C4C5=CN=CC=C5)C)O. Drug 2: COC1=C2C(=CC3=C1OC=C3)C=CC(=O)O2. Cell line: COLO 205. Synergy scores: CSS=0.576, Synergy_ZIP=2.44, Synergy_Bliss=0.0544, Synergy_Loewe=-1.87, Synergy_HSA=-3.90. (5) Drug 1: CN(C)N=NC1=C(NC=N1)C(=O)N. Drug 2: CC1=C2C(C(=O)C3(C(CC4C(C3C(C(C2(C)C)(CC1OC(=O)C(C(C5=CC=CC=C5)NC(=O)OC(C)(C)C)O)O)OC(=O)C6=CC=CC=C6)(CO4)OC(=O)C)O)C)O. Cell line: NCI-H226. Synergy scores: CSS=3.11, Synergy_ZIP=-9.51, Synergy_Bliss=-6.45, Synergy_Loewe=-27.5, Synergy_HSA=-8.12. (6) Cell line: K-562. Drug 2: CN(CC1=CN=C2C(=N1)C(=NC(=N2)N)N)C3=CC=C(C=C3)C(=O)NC(CCC(=O)O)C(=O)O. Drug 1: C1=CC(=CC=C1CC(C(=O)O)N)N(CCCl)CCCl.Cl. Synergy scores: CSS=43.8, Synergy_ZIP=-2.29, Synergy_Bliss=-2.93, Synergy_Loewe=-4.27, Synergy_HSA=-3.76. (7) Drug 1: C1=CC(=CC=C1C#N)C(C2=CC=C(C=C2)C#N)N3C=NC=N3. Drug 2: CC1CCC2CC(C(=CC=CC=CC(CC(C(=O)C(C(C(=CC(C(=O)CC(OC(=O)C3CCCCN3C(=O)C(=O)C1(O2)O)C(C)CC4CCC(C(C4)OC)OCCO)C)C)O)OC)C)C)C)OC. Cell line: K-562. Synergy scores: CSS=-4.90, Synergy_ZIP=-0.703, Synergy_Bliss=-6.49, Synergy_Loewe=-11.9, Synergy_HSA=-9.96. (8) Drug 1: CC1C(C(CC(O1)OC2CC(OC(C2O)C)OC3=CC4=CC5=C(C(=O)C(C(C5)C(C(=O)C(C(C)O)O)OC)OC6CC(C(C(O6)C)O)OC7CC(C(C(O7)C)O)OC8CC(C(C(O8)C)O)(C)O)C(=C4C(=C3C)O)O)O)O. Synergy scores: CSS=47.0, Synergy_ZIP=0.362, Synergy_Bliss=4.79, Synergy_Loewe=-17.5, Synergy_HSA=2.50. Cell line: HOP-62. Drug 2: C(CCl)NC(=O)N(CCCl)N=O.